This data is from Catalyst prediction with 721,799 reactions and 888 catalyst types from USPTO. The task is: Predict which catalyst facilitates the given reaction. (1) Reactant: [CH3:1][C:2]([O:6][CH:7]1[CH2:12][CH2:11][CH2:10][CH2:9][O:8]1)([CH3:5])[CH2:3][OH:4].CC(OI1(OC(C)=O)(OC(C)=O)OC(=O)C2C=CC=CC1=2)=O.C([O-])(O)=O.[Na+].[O-]S([O-])(=S)=O.[Na+].[Na+]. The catalyst class is: 4. Product: [CH3:5][C:2]([O:6][CH:7]1[CH2:12][CH2:11][CH2:10][CH2:9][O:8]1)([CH3:1])[CH:3]=[O:4]. (2) Product: [C:62]([C:61]1[CH:64]=[CH:65][C:58]([N:41]2[C:42]3=[N:43][CH:44]=[CH:45][C:46]([C:48]4[CH:49]=[N:50][C:51]5[C:56]([CH:57]=4)=[CH:55][CH:54]=[CH:53][CH:52]=5)=[C:47]3[C:39]([CH:36]([CH3:38])[CH3:37])=[N:40]2)=[CH:59][C:60]=1[NH:66][CH:67]1[CH2:68][CH2:69][N:70]([O:26][CH2:9][NH:8][C:6](=[O:7])[O:5][C:1]([CH3:2])([CH3:3])[CH3:4])[CH2:71][CH2:72]1)#[N:63]. Reactant: [C:1]([O:5][C:6]([NH:8][CH2:9]C(O)=O)=[O:7])([CH3:4])([CH3:3])[CH3:2].Cl.C(N=C=NCCCN(C)C)C.O.[OH:26]N1C2C=CC=CC=2N=N1.[CH:36]([C:39]1[C:47]2[C:42](=[N:43][CH:44]=[CH:45][C:46]=2[C:48]2[CH:49]=[N:50][C:51]3[C:56]([CH:57]=2)=[CH:55][CH:54]=[CH:53][CH:52]=3)[N:41]([C:58]2[CH:65]=[CH:64][C:61]([C:62]#[N:63])=[C:60]([NH:66][CH:67]3[CH2:72][CH2:71][NH:70][CH2:69][CH2:68]3)[CH:59]=2)[N:40]=1)([CH3:38])[CH3:37]. The catalyst class is: 384.